Task: Predict the reactants needed to synthesize the given product.. Dataset: Full USPTO retrosynthesis dataset with 1.9M reactions from patents (1976-2016) (1) Given the product [C:1]([O:5][C@@H:6]([C@H:8]1[CH2:12][O:11][C:10](=[O:13])[N:9]1[C:14]1[CH:19]=[CH:18][N:17]=[C:16]([NH:29][C@H:27]([C:21]2[CH:26]=[CH:25][CH:24]=[CH:23][CH:22]=2)[CH3:28])[N:15]=1)[CH3:7])([CH3:4])([CH3:3])[CH3:2], predict the reactants needed to synthesize it. The reactants are: [C:1]([O:5][C@@H:6]([C@H:8]1[CH2:12][O:11][C:10](=[O:13])[N:9]1[C:14]1[CH:19]=[CH:18][N:17]=[C:16](F)[N:15]=1)[CH3:7])([CH3:4])([CH3:3])[CH3:2].[C:21]1([C@@H:27]([NH2:29])[CH3:28])[CH:26]=[CH:25][CH:24]=[CH:23][CH:22]=1.CCN(C(C)C)C(C)C.O. (2) Given the product [CH:1]1([C:4]2[N:5]=[C:6]([CH2:20][O:21][CH3:22])[NH:7][C:8]=2[C:9]2[CH:10]=[C:11]([CH:16]=[CH:17][C:18]=2[CH3:19])[C:12]([OH:14])=[O:13])[CH2:2][CH2:3]1, predict the reactants needed to synthesize it. The reactants are: [CH:1]1([C:4]2[N:5]=[C:6]([CH2:20][O:21][CH3:22])[NH:7][C:8]=2[C:9]2[CH:10]=[C:11]([CH:16]=[CH:17][C:18]=2[CH3:19])[C:12]([O:14]C)=[O:13])[CH2:3][CH2:2]1.[OH-].[Na+].Cl. (3) Given the product [Br:1][C:2]1[N:6]2[CH:7]=[CH:8][N:9]=[C:10]([NH:14][CH2:15][C:16]3[CH:17]=[CH:18][C:19]([S:22]([NH2:25])(=[O:23])=[O:24])=[CH:20][CH:21]=3)[C:5]2=[N:4][C:3]=1[CH3:12], predict the reactants needed to synthesize it. The reactants are: [Br:1][C:2]1[N:6]2[CH:7]=[CH:8][N:9]=[C:10](Cl)[C:5]2=[N:4][C:3]=1[CH3:12].Cl.[NH2:14][CH2:15][C:16]1[CH:21]=[CH:20][C:19]([S:22]([NH2:25])(=[O:24])=[O:23])=[CH:18][CH:17]=1.CCN(C(C)C)C(C)C. (4) Given the product [C:1]([O:5][C:6]([NH:8][CH:9]([C:29]([CH3:31])([CH3:30])[CH3:32])[C:10]([N:12]1[CH2:16][CH:15]([O:17][C:40]2[C:49]3[C:44](=[CH:45][C:46]([O:50][CH3:51])=[CH:47][CH:48]=3)[N:43]=[N:42][CH:41]=2)[CH2:14][CH:13]1[C:18]([NH:20][C:21]1([C:26]([OH:28])=[O:27])[CH2:23][CH:22]1[CH2:24][CH3:25])=[O:19])=[O:11])=[O:7])([CH3:4])([CH3:2])[CH3:3], predict the reactants needed to synthesize it. The reactants are: [C:1]([O:5][C:6]([NH:8][CH:9]([C:29]([CH3:32])([CH3:31])[CH3:30])[C:10]([N:12]1[CH2:16][CH:15]([OH:17])[CH2:14][CH:13]1[C:18]([NH:20][C:21]1([C:26]([OH:28])=[O:27])[CH2:23][CH:22]1[CH2:24][CH3:25])=[O:19])=[O:11])=[O:7])([CH3:4])([CH3:3])[CH3:2].CC([O-])(C)C.[K+].Cl[C:40]1[C:49]2[C:44](=[CH:45][C:46]([O:50][CH3:51])=[CH:47][CH:48]=2)[N:43]=[N:42][CH:41]=1. (5) Given the product [C:28]([C:27]1[CH:30]=[C:31]([F:32])[C:24]([C:21]2[CH:20]=[CH:19][C:18]([O:17][CH2:16][C@H:9]3[CH2:10][C:11]([F:15])([F:14])[CH2:12][CH2:13][C@@H:8]3[NH:7][S:3]([CH2:1][CH3:2])(=[O:5])=[O:4])=[CH:23][CH:22]=2)=[N:25][CH:26]=1)#[N:29], predict the reactants needed to synthesize it. The reactants are: [CH2:1]([S:3](Cl)(=[O:5])=[O:4])[CH3:2].[NH2:7][C@H:8]1[CH2:13][CH2:12][C:11]([F:15])([F:14])[CH2:10][C@@H:9]1[CH2:16][O:17][C:18]1[CH:23]=[CH:22][C:21]([C:24]2[C:31]([F:32])=[CH:30][C:27]([C:28]#[N:29])=[CH:26][N:25]=2)=[CH:20][CH:19]=1.Cl.C(N(CC)CC)C. (6) Given the product [Br:34][C:35]1[CH:40]=[CH:39][CH:38]=[CH:37][C:36]=1[NH:41][C:42]([NH:29][C:24]1[CH:25]=[CH:26][C:27]([Cl:28])=[C:22]([S:19]([NH:18][CH2:17][CH2:16][CH2:15][CH2:14][CH:13]([NH:12][C:10]([O:9][C:5]([CH3:8])([CH3:6])[CH3:7])=[O:11])[C:31]([OH:33])=[O:32])(=[O:20])=[O:21])[C:23]=1[OH:30])=[O:43], predict the reactants needed to synthesize it. The reactants are: NC(N)=O.[C:5]([O:9][C:10]([NH:12][CH:13]([C:31]([OH:33])=[O:32])[CH2:14][CH2:15][CH2:16][CH2:17][NH:18][S:19]([C:22]1[C:27]([Cl:28])=[CH:26][CH:25]=[C:24]([NH2:29])[C:23]=1[OH:30])(=[O:21])=[O:20])=[O:11])([CH3:8])([CH3:7])[CH3:6].[Br:34][C:35]1[CH:40]=[CH:39][CH:38]=[CH:37][C:36]=1[N:41]=[C:42]=[O:43].